This data is from Catalyst prediction with 721,799 reactions and 888 catalyst types from USPTO. The task is: Predict which catalyst facilitates the given reaction. (1) Reactant: [NH2:1][C:2]1[CH:3]=[N:4][CH:5]=[CH:6][C:7]=1[OH:8].C(N(C(C)C)C(C)C)C.[C:18](Cl)(=[O:20])[CH3:19]. Product: [OH:8][C:7]1[CH:6]=[CH:5][N:4]=[CH:3][C:2]=1[NH:1][C:18](=[O:20])[CH3:19]. The catalyst class is: 4. (2) Reactant: CCN(C(C)C)C(C)C.O[C:11]1[CH:12]=[C:13]([CH:21]=[CH:22][CH:23]=1)[C:14]([NH:16]CC(O)=O)=[O:15].CCN=C=NCCCN(C)C.C1C=CC2N(O)N=NC=2C=1.N1(C(C2C=CC=CC=2C(F)(F)F)=O)CCNCC1. Product: [C:14]([NH2:16])(=[O:15])[C:13]1[CH:21]=[CH:22][CH:23]=[CH:11][CH:12]=1. The catalyst class is: 18. (3) Reactant: [N:1]1([CH2:7][CH2:8][CH2:9][O:10][N:11]=[C:12]([Cl:22])[C:13]2[CH:18]=[CH:17][CH:16]=[C:15]([N+:19]([O-:21])=[O:20])[CH:14]=2)[CH2:6][CH2:5][CH2:4][CH2:3][CH2:2]1.ClC1C=CC=C(C(OO)=[O:31])C=1. Product: [OH2:10].[OH2:31].[O-:31][N+:1]1([CH2:7][CH2:8][CH2:9][O:10][N:11]=[C:12]([Cl:22])[C:13]2[CH:18]=[CH:17][CH:16]=[C:15]([N+:19]([O-:21])=[O:20])[CH:14]=2)[CH2:6][CH2:5][CH2:4][CH2:3][CH2:2]1. The catalyst class is: 22. (4) Product: [CH2:1]([C:8]1[CH:17]=[C:16]2[C:11]([CH:12]=[C:13]([C:22]([OH:24])=[O:23])[C@H:14]([C:18]([F:20])([F:21])[F:19])[O:15]2)=[CH:10][C:9]=1[Cl:25])[C:2]1[CH:3]=[CH:4][CH:5]=[CH:6][CH:7]=1. Reactant: [CH2:1]([C:8]1[CH:17]=[C:16]2[C:11]([CH:12]=[C:13]([C:22]([OH:24])=[O:23])[CH:14]([C:18]([F:21])([F:20])[F:19])[O:15]2)=[CH:10][C:9]=1[Cl:25])[C:2]1[CH:7]=[CH:6][CH:5]=[CH:4][CH:3]=1. The catalyst class is: 5. (5) Reactant: [O:1]1[C:7]2[CH:8]=[C:9]([C:12]([O:14][CH3:15])=[O:13])[CH:10]=[CH:11][C:6]=2[CH2:5][NH:4][CH2:3][CH2:2]1.C=O.[Na]B[CH2:20]C(O)=O.C(OOC(=O)C)(=O)C. Product: [CH3:20][N:4]1[CH2:5][C:6]2[CH:11]=[CH:10][C:9]([C:12]([O:14][CH3:15])=[O:13])=[CH:8][C:7]=2[O:1][CH2:2][CH2:3]1. The catalyst class is: 15. (6) Reactant: [CH2:1]([O:3][C:4]1[CH:5]=[C:6]2[C:11](=[C:12]3[CH2:16][C:15]([CH3:18])([CH3:17])[O:14][C:13]=13)[C:10]([C:19]1[CH:20]=[CH:21][C:22]3[O:27][CH2:26][C:25](=[O:28])[NH:24][C:23]=3[CH:29]=1)=[N:9][C:8]([CH3:31])([CH3:30])[CH2:7]2)[CH3:2].[H-].[Na+].[CH2:34](Br)[C:35]1[CH:40]=[CH:39][CH:38]=[CH:37][CH:36]=1.O. Product: [CH2:1]([O:3][C:4]1[CH:5]=[C:6]2[C:11](=[C:12]3[CH2:16][C:15]([CH3:18])([CH3:17])[O:14][C:13]=13)[C:10]([C:19]1[CH:20]=[CH:21][C:22]3[O:27][CH2:26][C:25](=[O:28])[N:24]([CH2:34][C:35]4[CH:40]=[CH:39][CH:38]=[CH:37][CH:36]=4)[C:23]=3[CH:29]=1)=[N:9][C:8]([CH3:30])([CH3:31])[CH2:7]2)[CH3:2]. The catalyst class is: 9. (7) Reactant: [CH3:1][C:2]([CH3:21])([CH3:20])[C:3]([C:5]1[N:9]([CH2:10][C:11](O)=[O:12])[C:8]2[CH:14]=[C:15]([O:18][CH3:19])[CH:16]=[CH:17][C:7]=2[N:6]=1)=[O:4].[CH:22]1[CH:23]=CC2N(O)N=NC=2[CH:27]=1.[CH2:32](NCCCC)[CH2:33][CH2:34]C.CCN(C(C)C)C(C)C.[CH3:50][N:51]([CH:53]=O)C. Product: [CH3:20][C:2]([CH3:21])([CH3:1])[C:3]([C:5]1[N:9]([CH2:10][C:11]([N:51]([CH2:53][CH:33]([CH3:34])[CH3:32])[CH2:50][CH:22]([CH3:23])[CH3:27])=[O:12])[C:8]2[CH:14]=[C:15]([O:18][CH3:19])[CH:16]=[CH:17][C:7]=2[N:6]=1)=[O:4]. The catalyst class is: 344. (8) Reactant: [O:1]=[C:2]1[O:8][C@H:7]([C@H:9]([CH2:11][OH:12])[OH:10])[C:5]([OH:6])=[C:3]1[OH:4].[CH3:13][C:14]([CH2:21][CH2:22][CH2:23][CH:24]([CH3:31])[CH2:25][CH2:26][CH2:27][CH:28]([CH3:30])[CH3:29])=[CH:15][CH2:16][C:17](OC)=[O:18].O. Product: [CH3:13][C:14]([CH2:21][CH2:22][CH2:23][CH:24]([CH3:31])[CH2:25][CH2:26][CH2:27][CH:28]([CH3:30])[CH3:29])=[CH:15][CH2:16][C:17]([O:4][C:3]1[C:2]([O:8][C@H:7]([C@H:9]([CH2:11][OH:12])[OH:10])[C:5]=1[OH:6])=[O:1])=[O:18]. The catalyst class is: 65.